Predict which catalyst facilitates the given reaction. From a dataset of Catalyst prediction with 721,799 reactions and 888 catalyst types from USPTO. (1) Reactant: [OH:1][CH2:2][CH:3]1[C:12]2[C:7](=[CH:8][CH:9]=[C:10]([O:13][CH3:14])[CH:11]=2)[CH2:6][N:5]([C:15]([O:17][C:18]([CH3:21])([CH3:20])[CH3:19])=[O:16])[CH2:4]1.C(N(CC)CC)C.[CH3:29][S:30](Cl)(=[O:32])=[O:31].O. Product: [CH3:14][O:13][C:10]1[CH:11]=[C:12]2[C:7](=[CH:8][CH:9]=1)[CH2:6][N:5]([C:15]([O:17][C:18]([CH3:21])([CH3:20])[CH3:19])=[O:16])[CH2:4][CH:3]2[CH2:2][O:1][S:30]([CH3:29])(=[O:32])=[O:31]. The catalyst class is: 4. (2) Reactant: [NH2:1][C:2]1[CH:3]=[CH:4][C:5]([F:29])=[C:6]([C@:8]23[CH2:16][O:15][C@H:14]([C:17]([F:20])([F:19])[F:18])[C@H:13]2[CH2:12][S:11][C:10]([NH:21]C(=O)OC(C)(C)C)=[N:9]3)[CH:7]=1.C(N(CC)C(C)C)(C)C.F[P-](F)(F)(F)(F)F.[PH4+].C(=O)(O)[O-].[Na+].[F:52][CH2:53][C:54]1[N:55]=[CH:56][C:57]([C:60](O)=[O:61])=[N:58][CH:59]=1. Product: [NH2:21][C:10]1[S:11][CH2:12][C@@H:13]2[C@@H:14]([C:17]([F:20])([F:18])[F:19])[O:15][CH2:16][C@:8]2([C:6]2[CH:7]=[C:2]([NH:1][C:60]([C:57]3[CH:56]=[N:55][C:54]([CH2:53][F:52])=[CH:59][N:58]=3)=[O:61])[CH:3]=[CH:4][C:5]=2[F:29])[N:9]=1. The catalyst class is: 2. (3) Reactant: [OH:1][C@H:2]([C:4]1[NH:5][C:6](=[O:19])[C:7]2[CH:12]=[N:11][N:10]([CH:13]3[CH2:18][CH2:17][O:16][CH2:15][CH2:14]3)[C:8]=2[N:9]=1)[CH3:3].C(N(CC)CC)C.[CH3:27][S:28](Cl)(=[O:30])=[O:29]. Product: [CH3:27][S:28]([O:1][C@H:2]([C:4]1[NH:5][C:6](=[O:19])[C:7]2[CH:12]=[N:11][N:10]([CH:13]3[CH2:14][CH2:15][O:16][CH2:17][CH2:18]3)[C:8]=2[N:9]=1)[CH3:3])(=[O:30])=[O:29]. The catalyst class is: 4.